Predict which catalyst facilitates the given reaction. From a dataset of Catalyst prediction with 721,799 reactions and 888 catalyst types from USPTO. (1) Reactant: [F:1][C:2]1[CH:18]=[CH:17][C:5]([C:6]([N:8]2[CH2:13][CH2:12][CH2:11][CH:10]([C:14]([OH:16])=O)[CH2:9]2)=[O:7])=[CH:4][CH:3]=1.[C:19]([O:23][C:24]([NH:26][NH2:27])=[O:25])([CH3:22])([CH3:21])[CH3:20].C1C=CC2N(O)N=NC=2C=1.CCN=C=NCCCN(C)C.Cl. Product: [C:19]([O:23][C:24]([NH:26][NH:27][C:14]([CH:10]1[CH2:11][CH2:12][CH2:13][N:8]([C:6](=[O:7])[C:5]2[CH:4]=[CH:3][C:2]([F:1])=[CH:18][CH:17]=2)[CH2:9]1)=[O:16])=[O:25])([CH3:22])([CH3:21])[CH3:20]. The catalyst class is: 2. (2) Reactant: C[O:2][C:3](=[O:29])[C:4]1[CH:9]=[CH:8][C:7]([F:10])=[C:6]([CH2:11][O:12][C:13]2[CH:18]=[CH:17][C:16]([C:19]3[CH:24]=[C:23]([F:25])[C:22]([F:26])=[CH:21][C:20]=3[O:27][CH3:28])=[CH:15][CH:14]=2)[CH:5]=1.[OH-].[Li+].CO. Product: [F:26][C:22]1[C:23]([F:25])=[CH:24][C:19]([C:16]2[CH:15]=[CH:14][C:13]([O:12][CH2:11][C:6]3[CH:5]=[C:4]([CH:9]=[CH:8][C:7]=3[F:10])[C:3]([OH:29])=[O:2])=[CH:18][CH:17]=2)=[C:20]([O:27][CH3:28])[CH:21]=1. The catalyst class is: 1. (3) Reactant: [CH3:1][O:2][C:3](=[O:20])[C@H:4]([NH:15][C:16](=[O:19])[CH2:17]Cl)[CH2:5][C:6]1[CH:11]=[CH:10][C:9]([CH3:12])=[C:8]([O:13][CH3:14])[CH:7]=1.[CH2:21]([NH2:28])[C:22]1[CH:27]=[CH:26][CH:25]=[CH:24][CH:23]=1.C(=O)([O-])[O-].[K+].[K+].Cl. Product: [CH3:1][O:2][C:3](=[O:20])[C@H:4]([NH:15][C:16](=[O:19])[CH2:17][NH:28][CH2:21][C:22]1[CH:27]=[CH:26][CH:25]=[CH:24][CH:23]=1)[CH2:5][C:6]1[CH:11]=[CH:10][C:9]([CH3:12])=[C:8]([O:13][CH3:14])[CH:7]=1. The catalyst class is: 204. (4) Reactant: [Br:1][C:2]1[CH:7]=[CH:6][C:5]([C:8](=O)[CH3:9])=[CH:4][CH:3]=1.Cl.[NH2:12][OH:13].Cl. Product: [Br:1][C:2]1[CH:7]=[CH:6][C:5]([C:8](=[N:12][OH:13])[CH3:9])=[CH:4][CH:3]=1. The catalyst class is: 17. (5) Reactant: [CH3:1][C:2]1[N:3]([CH2:11][CH:12]2[CH2:17][CH2:16][NH:15][CH2:14][CH2:13]2)[C:4]2[CH:9]=[CH:8][N:7]=[CH:6][C:5]=2[N:10]=1.CCN(C(C)C)C(C)C.Cl[C:28](Cl)([O:30]C(=O)OC(Cl)(Cl)Cl)Cl.Cl.[NH2:40][CH2:41][C@H:42]([NH:47][C:48](=[O:65])[C@@H:49]1[CH2:53][CH2:52][CH2:51][N:50]1[S:54]([C:57]1[CH:62]=[C:61]([Cl:63])[CH:60]=[C:59]([Cl:64])[CH:58]=1)(=[O:56])=[O:55])[C:43]([O:45][CH3:46])=[O:44].C([O-])(O)=O.[Na+]. Product: [Cl:63][C:61]1[CH:62]=[C:57]([S:54]([N:50]2[CH2:51][CH2:52][CH2:53][C@H:49]2[C:48]([NH:47][C@@H:42]([CH2:41][NH:40][C:28]([N:15]2[CH2:16][CH2:17][CH:12]([CH2:11][N:3]3[C:4]4[CH:9]=[CH:8][N:7]=[CH:6][C:5]=4[N:10]=[C:2]3[CH3:1])[CH2:13][CH2:14]2)=[O:30])[C:43]([O:45][CH3:46])=[O:44])=[O:65])(=[O:55])=[O:56])[CH:58]=[C:59]([Cl:64])[CH:60]=1. The catalyst class is: 22. (6) Reactant: [F:1][C:2]1[CH:10]=[C:9]2[C:5]([C:6]([C:20]3[CH:21]=[N:22][N:23]([CH2:25][CH:26]4[CH2:31][CH2:30][NH:29][CH2:28][CH2:27]4)[CH:24]=3)=[CH:7][N:8]2[S:11]([C:14]2[CH:19]=[CH:18][CH:17]=[CH:16][CH:15]=2)(=[O:13])=[O:12])=[CH:4][CH:3]=1.CCN(CC)CC.FC(F)(F)S(O[CH2:45][C:46]([F:49])([F:48])[F:47])(=O)=O. Product: [F:1][C:2]1[CH:10]=[C:9]2[C:5]([C:6]([C:20]3[CH:21]=[N:22][N:23]([CH2:25][CH:26]4[CH2:31][CH2:30][N:29]([CH2:45][C:46]([F:49])([F:48])[F:47])[CH2:28][CH2:27]4)[CH:24]=3)=[CH:7][N:8]2[S:11]([C:14]2[CH:15]=[CH:16][CH:17]=[CH:18][CH:19]=2)(=[O:12])=[O:13])=[CH:4][CH:3]=1. The catalyst class is: 11. (7) Reactant: C(N(CC)C/C=C\C1C=C(F)C=CC=1S(CC1C(C(OC)=O)=C(OC)C([C:30]2[CH:34]=[CH:33][O:32][CH:31]=2)=CC=1)(=O)=O)C.[C:37]1([S:43]([CH2:46][C:47]2[C:52]([C:53]([O:55][CH2:56][CH3:57])=[O:54])=[C:51]([O:58][CH3:59])[C:50](I)=[C:49]([O:61][CH3:62])[CH:48]=2)(=[O:45])=[O:44])[CH:42]=[CH:41][CH:40]=[CH:39][CH:38]=1. Product: [C:37]1([S:43]([CH2:46][C:47]2[C:52]([C:53]([O:55][CH2:56][CH3:57])=[O:54])=[C:51]([O:58][CH3:59])[C:50]([C:30]3[CH:34]=[CH:33][O:32][CH:31]=3)=[C:49]([O:61][CH3:62])[CH:48]=2)(=[O:45])=[O:44])[CH:42]=[CH:41][CH:40]=[CH:39][CH:38]=1. The catalyst class is: 1. (8) Reactant: [O:1]1[CH:6]([CH2:7][N:8]2[CH2:13][CH2:12][N:11]([C:14]3[CH:21]=[CH:20][CH:19]=[CH:18][C:15]=3[C:16]#[N:17])[CH2:10][CH2:9]2)[CH2:5][O:4][C:3]2[CH:22]=[CH:23][CH:24]=[CH:25][C:2]1=2.[H-].[H-].[H-].[H-].[Li+].[Al+3].[OH-].[Na+]. Product: [O:1]1[CH:6]([CH2:7][N:8]2[CH2:13][CH2:12][N:11]([C:14]3[CH:21]=[CH:20][CH:19]=[CH:18][C:15]=3[CH2:16][NH2:17])[CH2:10][CH2:9]2)[CH2:5][O:4][C:3]2[CH:22]=[CH:23][CH:24]=[CH:25][C:2]1=2. The catalyst class is: 1. (9) Reactant: O1CCCCC1[N:7]1[C:12](=[O:13])[CH:11]=[C:10]([O:14][CH2:15][C:16]2[CH:17]=[N:18][C:19]([C:22]([F:25])([F:24])[F:23])=[CH:20][CH:21]=2)[CH:9]=[N:8]1.Cl. Product: [F:25][C:22]([F:23])([F:24])[C:19]1[N:18]=[CH:17][C:16]([CH2:15][O:14][C:10]2[CH:9]=[N:8][NH:7][C:12](=[O:13])[CH:11]=2)=[CH:21][CH:20]=1. The catalyst class is: 275. (10) Reactant: C[C:2]([C:4]1[C:13](=O)[N:12]([CH3:15])[C:11]2[N:10]=[C:9](C3C=CC(Cl)=CC=3Cl)[C:8](C3C=CC(Cl)=CC=3)=[CH:7][C:6]=2[C:5]=1NC(C)=O)=[O:3].Br[C:36]1[CH:51]=[CH:50][C:39]([CH2:40][C:41]2([C:45]([O:47][CH2:48][CH3:49])=[O:46])[CH2:44][CH2:43][CH2:42]2)=[CH:38][CH:37]=1.C([O-])([O-])=[O:53].[Na+].[Na+].C1C=CC(P([C:71]2[CH:76]=[CH:75][CH:74]=[CH:73]C=2)C2C=CC=CC=2)=CC=1.[CH2:77](O)[CH2:78]C.C[N:82]([CH:84]=O)C. Product: [CH:84]1([NH:82][C:2]([C:4]2[C:5](=[O:53])[C:6]3[C:11](=[N:10][CH:9]=[CH:8][CH:7]=3)[N:12]([C:15]3[CH:71]=[C:76]([C:36]4[CH:51]=[CH:50][C:39]([CH2:40][C:41]5([C:45]([O:47][CH2:48][CH3:49])=[O:46])[CH2:44][CH2:43][CH2:42]5)=[CH:38][CH:37]=4)[CH:75]=[CH:74][CH:73]=3)[CH:13]=2)=[O:3])[CH2:78][CH2:77]1. The catalyst class is: 318.